Dataset: Forward reaction prediction with 1.9M reactions from USPTO patents (1976-2016). Task: Predict the product of the given reaction. (1) Given the reactants Cl[C:2]1[CH:10]=[CH:9][C:5]([C:6]([OH:8])=O)=[C:4]([O:11][CH2:12]C(=O)C(=O)C)[CH:3]=1.[CH3:18][C:19]([O-:21])=O.[Na+].[CH3:23]C(O)=O, predict the reaction product. The product is: [C:19]([O:8][C:6]1[C:5]2[CH:9]=[CH:10][C:2]([CH3:23])=[CH:3][C:4]=2[O:11][CH:12]=1)(=[O:21])[CH3:18]. (2) Given the reactants [Br:1][C:2]1[CH:3]=[N:4][NH:5][CH:6]=1.[F:7][C:8]([F:12])([F:11])[CH2:9]I.C(=O)([O-])[O-].[Cs+].[Cs+], predict the reaction product. The product is: [Br:1][C:2]1[CH:3]=[N:4][N:5]([CH2:9][C:8]([F:12])([F:11])[F:7])[CH:6]=1. (3) The product is: [N:1]([CH2:4][CH2:5][O:6][CH2:7][CH2:8][O:9][NH2:10])=[N+:2]=[N-:3]. Given the reactants [N:1]([CH2:4][CH2:5][O:6][CH2:7][CH2:8][O:9][N:10]1C(=O)C2C(=CC=CC=2)C1=O)=[N+:2]=[N-:3].NN, predict the reaction product. (4) Given the reactants [CH3:1][C:2]1([C:7]2[O:11][C:10]([CH2:12][N:13]3[N:17]=[C:16]([NH2:18])[CH:15]=[N:14]3)=[CH:9][CH:8]=2)[O:6]CCO1.[F:19][C:20]1[CH:21]=[C:22]([C:26]2[S:30][CH:29]=[N:28][C:27]=2[C:31](O)=[O:32])[CH:23]=[CH:24][CH:25]=1, predict the reaction product. The product is: [C:2]([C:7]1[O:11][C:10]([CH2:12][N:13]2[N:17]=[C:16]([NH:18][C:31]([C:27]3[N:28]=[CH:29][S:30][C:26]=3[C:22]3[CH:23]=[CH:24][CH:25]=[C:20]([F:19])[CH:21]=3)=[O:32])[CH:15]=[N:14]2)=[CH:9][CH:8]=1)(=[O:6])[CH3:1].